From a dataset of Forward reaction prediction with 1.9M reactions from USPTO patents (1976-2016). Predict the product of the given reaction. (1) Given the reactants C(OC([N:8]1[CH2:13][CH2:12][N:11]([C:14]2[C:23]([O:24][CH3:25])=[C:22]3[C:17]([C:18](=[O:55])[C:19]([C:29]([O:31][C:32]4[CH:37]=[CH:36][C:35]([CH:38]([P:47]([O:52]CC)([O:49]CC)=[O:48])[P:39]([O:44]CC)([O:41]CC)=[O:40])=[CH:34][CH:33]=4)=[O:30])=[CH:20][N:21]3[CH:26]3[CH2:28][CH2:27]3)=[CH:16][C:15]=2[F:56])[CH2:10][CH:9]1[CH3:57])=O)(C)(C)C.C(OC(N1CCC[C@H]2CN(C3C(OC)=C4C(C(=O)C(C(OCC(=O)NC(P(OCC)(OCC)=O)P(OCC)(OCC)=O)=O)=CN4C4CC4)=CC=3F)C[C@@H]12)=O)(C)(C)C, predict the reaction product. The product is: [CH3:57][CH:9]1[NH:8][CH2:13][CH2:12][N:11]([C:14]2[C:23]([O:24][CH3:25])=[C:22]3[C:17]([C:18](=[O:55])[C:19]([C:29]([O:31][C:32]4[CH:37]=[CH:36][C:35]([CH:38]([P:47]([OH:49])([OH:52])=[O:48])[P:39]([OH:41])([OH:44])=[O:40])=[CH:34][CH:33]=4)=[O:30])=[CH:20][N:21]3[CH:26]3[CH2:28][CH2:27]3)=[CH:16][C:15]=2[F:56])[CH2:10]1. (2) The product is: [Br:1][CH:21]([C:15]1[C:14](=[O:27])[N:13]([CH2:9][CH2:10][CH2:11][CH3:12])[C:17](=[C:18]([Br:19])[Br:20])[CH:16]=1)[CH2:22][CH2:23][CH2:24][CH2:25][CH3:26]. Given the reactants [Br:1]N1C(=O)CCC1=O.[CH2:9]([N:13]1[CH:17]([CH:18]([Br:20])[Br:19])[CH:16]=[C:15]([CH2:21][CH2:22][CH2:23][CH2:24][CH2:25][CH3:26])[C:14]1=[O:27])[CH2:10][CH2:11][CH3:12].C(OOC(=O)C1C=CC=CC=1)(=O)C1C=CC=CC=1, predict the reaction product. (3) The product is: [NH:21]1[C:29]2[C:24](=[CH:25][CH:26]=[C:27]([C:2]3[C:11]([N:12]([CH:14]([CH3:16])[CH3:15])[CH3:13])=[N:10][C:9]4[C:4](=[CH:5][CH:6]=[C:7]([C:17]([O:19][CH3:20])=[O:18])[CH:8]=4)[N:3]=3)[CH:28]=2)[CH:23]=[N:22]1. Given the reactants Cl[C:2]1[C:11]([N:12]([CH:14]([CH3:16])[CH3:15])[CH3:13])=[N:10][C:9]2[C:4](=[CH:5][CH:6]=[C:7]([C:17]([O:19][CH3:20])=[O:18])[CH:8]=2)[N:3]=1.[NH:21]1[C:29]2[C:24](=[CH:25][CH:26]=[C:27](B(O)O)[CH:28]=2)[CH:23]=[N:22]1.[O-]P([O-])([O-])=O.[K+].[K+].[K+], predict the reaction product.